Dataset: Reaction yield outcomes from USPTO patents with 853,638 reactions. Task: Predict the reaction yield, written as a fraction of the theoretical maximum amount of product (1.0 means a 100% yield; for example, 0.34 means a 34% yield). (1) The reactants are Br[C:2]1[CH:3]=[C:4]([OH:10])[C:5](=[O:9])[N:6]([CH3:8])[CH:7]=1.[CH:11]1([CH2:14][O:15][C:16]2[CH:21]=[CH:20][C:19]([S:22]([CH2:25][CH3:26])(=[O:24])=[O:23])=[CH:18][C:17]=2B2OC(C)(C)C(C)(C)O2)[CH2:13][CH2:12]1.[O-]P([O-])([O-])=O.[K+].[K+].[K+]. The catalyst is O1CCOCC1.O.C1C=CC(P(C2C=CC=CC=2)[C-]2C=CC=C2)=CC=1.C1C=CC(P(C2C=CC=CC=2)[C-]2C=CC=C2)=CC=1.Cl[Pd]Cl.[Fe+2]. The product is [CH:11]1([CH2:14][O:15][C:16]2[CH:21]=[CH:20][C:19]([S:22]([CH2:25][CH3:26])(=[O:24])=[O:23])=[CH:18][C:17]=2[C:2]2[CH:3]=[C:4]([OH:10])[C:5](=[O:9])[N:6]([CH3:8])[CH:7]=2)[CH2:12][CH2:13]1. The yield is 0.510. (2) The reactants are C([O:8][CH2:9][N:10]1[C:18]2[C:13](=[CH:14][C:15]([C:19]([OH:21])=[O:20])=[CH:16][CH:17]=2)[CH:12]=[CH:11]1)C1C=CC=CC=1.[H][H]. The catalyst is C(O)C.[Pd]. The product is [OH:8][CH2:9][N:10]1[C:18]2[C:13](=[CH:14][C:15]([C:19]([OH:21])=[O:20])=[CH:16][CH:17]=2)[CH:12]=[CH:11]1. The yield is 0.480. (3) The reactants are [Cl:1][C:2]1[N:7]=[C:6](Cl)[C:5]([N+:9]([O-:11])=[O:10])=[CH:4][N:3]=1.[F:12][C:13]1([F:27])[CH2:17][CH2:16][C@@H:15]([NH:18][CH2:19][C:20]2([C:23]([O:25][CH3:26])=[O:24])[CH2:22][CH2:21]2)[CH2:14]1.C(=O)(O)[O-].[Na+]. The catalyst is ClCCl. The product is [Cl:1][C:2]1[N:7]=[C:6]([N:18]([CH2:19][C:20]2([C:23]([O:25][CH3:26])=[O:24])[CH2:22][CH2:21]2)[C@@H:15]2[CH2:16][CH2:17][C:13]([F:12])([F:27])[CH2:14]2)[C:5]([N+:9]([O-:11])=[O:10])=[CH:4][N:3]=1. The yield is 0.910. (4) The reactants are [CH2:1]([O:3][C:4](=[O:41])[C:5]([CH3:40])([CH3:39])[CH2:6][CH2:7][CH2:8][CH2:9][CH2:10][CH2:11][C:12]([N+]#[C-])(S(C1C=CC(C)=CC=1)(=O)=O)[CH2:13][CH2:14][CH2:15][CH2:16][CH2:17][CH2:18][C:19]([CH3:26])([CH3:25])[C:20]([O:22][CH2:23][CH3:24])=[O:21])[CH3:2].Cl.[OH2:43]. The catalyst is C(Cl)Cl. The product is [CH2:1]([O:3][C:4](=[O:41])[C:5]([CH3:40])([CH3:39])[CH2:6][CH2:7][CH2:8][CH2:9][CH2:10][CH2:11][C:12](=[O:43])[CH2:13][CH2:14][CH2:15][CH2:16][CH2:17][CH2:18][C:19]([CH3:26])([CH3:25])[C:20]([O:22][CH2:23][CH3:24])=[O:21])[CH3:2]. The yield is 0.400.